Predict the product of the given reaction. From a dataset of Forward reaction prediction with 1.9M reactions from USPTO patents (1976-2016). (1) Given the reactants Br[C:2]1[C:15]2[C:16]3=[C:17]4[C:12](=[CH:13][CH:14]=2)[CH:11]=[CH:10][CH:9]=[C:8]4[CH:7]=[CH:6][C:5]3=[CH:4][CH:3]=1.[CH3:18]B1OB(C)OB(C)O1.C(=O)([O-])[O-].[Cs+].[Cs+].C(Cl)Cl, predict the reaction product. The product is: [CH3:18][C:2]1[C:15]2[C:16]3=[C:17]4[C:12](=[CH:13][CH:14]=2)[CH:11]=[CH:10][CH:9]=[C:8]4[CH:7]=[CH:6][C:5]3=[CH:4][CH:3]=1. (2) Given the reactants [OH:1][C:2]1[C:7]([C:8]([O:10]CC)=O)=[CH:6][N:5]=[C:4]2[CH:13]=[CH:14][S:15][C:3]=12.[Cl:16][C:17]1[CH:24]=[CH:23][C:20]([CH2:21][NH2:22])=[CH:19][CH:18]=1, predict the reaction product. The product is: [Cl:16][C:17]1[CH:24]=[CH:23][C:20]([CH2:21][NH:22][C:8]([C:7]2[C:2]([OH:1])=[C:3]3[S:15][CH:14]=[CH:13][C:4]3=[N:5][CH:6]=2)=[O:10])=[CH:19][CH:18]=1.